This data is from Forward reaction prediction with 1.9M reactions from USPTO patents (1976-2016). The task is: Predict the product of the given reaction. (1) Given the reactants [N+:1]([C:4]1[CH:5]=[CH:6][CH:7]=[C:8]2[C:12]=1[NH:11][CH:10]=[C:9]2[CH2:13][C:14]([O:16][CH3:17])=[O:15])([O-:3])=[O:2].C(=O)([O-])[O-].[Cs+].[Cs+].Br[CH2:25][C:26]([O:28][CH3:29])=[O:27], predict the reaction product. The product is: [N+:1]([C:4]1[CH:5]=[CH:6][CH:7]=[C:8]2[C:12]=1[N:11]([CH2:25][C:26]([O:28][CH3:29])=[O:27])[CH:10]=[C:9]2[CH2:13][C:14]([O:16][CH3:17])=[O:15])([O-:3])=[O:2]. (2) Given the reactants [C:1]([NH:4][C:5]1[CH:10]=[CH:9][C:8]([S:11][C:12]2[N:17]=[C:16]([NH:18][C:19]3[NH:20][N:21]=[C:22]([CH3:24])[CH:23]=3)[CH:15]=[C:14]([C:25]3[CH:30]=[CH:29][C:28]([OH:31])=[CH:27][CH:26]=3)[N:13]=2)=[CH:7][CH:6]=1)(=[O:3])[CH3:2].C(=O)([O-])[O-].[K+].[K+].Cl.[CH3:39][N:40]([CH3:45])[CH2:41][CH2:42][CH2:43]Cl, predict the reaction product. The product is: [C:1]([NH:4][C:5]1[CH:6]=[CH:7][C:8]([S:11][C:12]2[N:17]=[C:16]([NH:18][C:19]3[NH:20][N:21]=[C:22]([CH3:24])[CH:23]=3)[CH:15]=[C:14]([C:25]3[CH:26]=[CH:27][C:28]([O:31][CH2:43][CH2:42][CH2:41][N:40]([CH3:45])[CH3:39])=[CH:29][CH:30]=3)[N:13]=2)=[CH:9][CH:10]=1)(=[O:3])[CH3:2]. (3) Given the reactants [Br:1][C:2]1[CH:10]=[C:9]([NH2:11])[CH:8]=[C:7]2[C:3]=1[CH:4]=[CH:5][NH:6]2.C(N(CC)CC)C.[S:19](Cl)([CH3:22])(=[O:21])=[O:20], predict the reaction product. The product is: [Br:1][C:2]1[CH:10]=[C:9]([NH:11][S:19]([CH3:22])(=[O:21])=[O:20])[CH:8]=[C:7]2[C:3]=1[CH:4]=[CH:5][NH:6]2. (4) Given the reactants [Br:1][C:2]1[CH:27]=[CH:26][C:5]([O:6][C:7]2[CH:12]=[CH:11][CH:10]=[CH:9][C:8]=2[NH:13][S:14]([C:17]2[CH:25]=[CH:24][C:20]([C:21](O)=[O:22])=[CH:19][CH:18]=2)(=[O:16])=[O:15])=[CH:4][CH:3]=1.[N:28]1[CH:33]=[CH:32][CH:31]=[CH:30][C:29]=1[CH2:34][N:35]1[CH2:40][CH2:39][N:38]([CH2:41][CH2:42][NH2:43])[CH2:37][CH2:36]1, predict the reaction product. The product is: [Br:1][C:2]1[CH:3]=[CH:4][C:5]([O:6][C:7]2[CH:12]=[CH:11][CH:10]=[CH:9][C:8]=2[NH:13][S:14]([C:17]2[CH:25]=[CH:24][C:20]([C:21]([NH:43][CH2:42][CH2:41][N:38]3[CH2:37][CH2:36][N:35]([CH2:34][C:29]4[CH:30]=[CH:31][CH:32]=[CH:33][N:28]=4)[CH2:40][CH2:39]3)=[O:22])=[CH:19][CH:18]=2)(=[O:16])=[O:15])=[CH:26][CH:27]=1. (5) The product is: [OH:16][C:14]1[CH:13]=[CH:12][C:8]([C:9]([O:31][C:24]2[CH:25]=[CH:26][C:27]3[C:28]4[C:20](=[CH:19][C:18]([O:10][C:9](=[O:11])[C:8]5[CH:12]=[CH:13][C:14]([OH:16])=[CH:15][C:7]=5[F:6])=[CH:30][CH:29]=4)[C:21]([CH3:32])([CH3:33])[C:22]=3[CH:23]=2)=[O:10])=[C:7]([F:6])[CH:15]=1. Given the reactants S(=O)(=O)(O)O.[F:6][C:7]1[CH:15]=[C:14]([OH:16])[CH:13]=[CH:12][C:8]=1[C:9]([OH:11])=[O:10].O[C:18]1[CH:30]=[CH:29][C:28]2[C:27]3[C:22](=[CH:23][C:24]([OH:31])=[CH:25][CH:26]=3)[C:21]([CH3:33])([CH3:32])[C:20]=2[CH:19]=1.B(O)(O)O, predict the reaction product. (6) The product is: [NH2:34][CH2:33][C:10]1[CH:9]=[C:8]([F:7])[CH:13]=[CH:12][C:11]=1[S:14]([NH:17][C:18]1[C:27]([C:28]([O:30][CH3:31])=[O:29])=[C:26]2[C:21]([C@H:22]3[CH2:32][C@H:23]3[CH2:24][O:25]2)=[CH:20][CH:19]=1)(=[O:15])=[O:16]. Given the reactants C(=O)([O-])[O-].[K+].[K+].[F:7][C:8]1[CH:13]=[CH:12][C:11]([S:14]([NH:17][C:18]2[C:27]([C:28]([O:30][CH3:31])=[O:29])=[C:26]3[C:21]([C@H:22]4[CH2:32][C@H:23]4[CH2:24][O:25]3)=[CH:20][CH:19]=2)(=[O:16])=[O:15])=[C:10]([CH2:33][NH:34]C(=O)C(F)(F)F)[CH:9]=1, predict the reaction product.